From a dataset of Full USPTO retrosynthesis dataset with 1.9M reactions from patents (1976-2016). Predict the reactants needed to synthesize the given product. (1) Given the product [N:36]1[CH:37]=[CH:38][CH:39]=[CH:40][C:35]=1[C:2]1[CH:7]=[N:6][C:5]([N:8]2[CH2:20][CH2:19][C:18]3[C:17]4[C:12](=[CH:13][CH:14]=[CH:15][CH:16]=4)[NH:11][C:10]=3[CH:9]2[C:21]2[CH:22]=[CH:23][C:24]3[O:28][CH2:27][CH2:26][C:25]=3[CH:29]=2)=[CH:4][CH:3]=1, predict the reactants needed to synthesize it. The reactants are: Br[C:2]1[CH:3]=[CH:4][C:5]([N:8]2[CH2:20][CH2:19][C:18]3[C:17]4[C:12](=[CH:13][CH:14]=[CH:15][CH:16]=4)[NH:11][C:10]=3[CH:9]2[C:21]2[CH:22]=[CH:23][C:24]3[O:28][CH2:27][CH2:26][C:25]=3[CH:29]=2)=[N:6][CH:7]=1.C([Sn](CCCC)(CCCC)[C:35]1[CH:40]=[CH:39][CH:38]=[CH:37][N:36]=1)CCC. (2) The reactants are: Cl[C:2]([O:4][C:5]1[CH:10]=[CH:9][CH:8]=[CH:7][CH:6]=1)=[O:3].[NH2:11][C:12]1[CH:16]=[C:15]([C:17]([CH3:20])([CH3:19])[CH3:18])[O:14][N:13]=1.O. Given the product [C:17]([C:15]1[O:14][N:13]=[C:12]([NH:11][C:2](=[O:3])[O:4][C:5]2[CH:10]=[CH:9][CH:8]=[CH:7][CH:6]=2)[CH:16]=1)([CH3:20])([CH3:19])[CH3:18], predict the reactants needed to synthesize it. (3) Given the product [CH2:1]([O:4][CH:5]1[CH2:14][CH2:13][C:8](=[O:9])[CH2:7][CH2:6]1)[C:2]#[CH:3], predict the reactants needed to synthesize it. The reactants are: [CH2:1]([O:4][CH:5]1[CH2:14][CH2:13][C:8]2(OCC[O:9]2)[CH2:7][CH2:6]1)[C:2]#[CH:3].Cl. (4) Given the product [CH3:4][C:2]([C:5]1[N:13]=[C:8]2[CH2:9][NH:10][CH2:11][CH2:12][N:7]2[N:6]=1)([CH3:1])[CH3:3], predict the reactants needed to synthesize it. The reactants are: [CH3:1][C:2]([C:5]1[N:13]=[C:8]2[CH:9]=[N:10][CH:11]=[CH:12][N:7]2[N:6]=1)([CH3:4])[CH3:3]. (5) Given the product [F:16][C:13]([F:14])([F:15])[O:12][C:9]1[CH:8]=[C:7]2[C:6]([CH:5]=[CH:4][NH:17]2)=[CH:11][CH:10]=1, predict the reactants needed to synthesize it. The reactants are: CN([CH:4]=[CH:5][C:6]1[CH:11]=[CH:10][C:9]([O:12][C:13]([F:16])([F:15])[F:14])=[CH:8][C:7]=1[N+:17]([O-])=O)C. (6) Given the product [CH3:32][O:33][C:25]1[C:26]([O:28][CH3:29])=[CH:27][CH:20]=[CH:21][C:22]=1[CH2:23][N:14]1[C:15]2[C:11](=[CH:10][C:9]([O:8][CH2:1][C:2]3[CH:3]=[CH:4][CH:5]=[CH:6][CH:7]=3)=[CH:17][CH:16]=2)[CH:12]=[CH:13]1, predict the reactants needed to synthesize it. The reactants are: [CH2:1]([O:8][C:9]1[CH:10]=[C:11]2[C:15](=[CH:16][CH:17]=1)[NH:14][CH:13]=[CH:12]2)[C:2]1[CH:7]=[CH:6][CH:5]=[CH:4][CH:3]=1.CO[C:20]1[CH:21]=[C:22]([CH:25]=[C:26]([O:28][CH3:29])[CH:27]=1)[CH2:23]Br.C1C[O:33][CH2:32]C1.